From a dataset of Reaction yield outcomes from USPTO patents with 853,638 reactions. Predict the reaction yield, written as a fraction of the theoretical maximum amount of product (1.0 means a 100% yield; for example, 0.34 means a 34% yield). (1) The reactants are Br[C:2]([CH3:9])([CH3:8])[C:3]([O:5][CH2:6][CH3:7])=[O:4].[C:10]([O-:13])(=[S:12])[CH3:11].[K+]. The catalyst is CN(C=O)C. The product is [CH2:6]([O:5][C:3](=[O:4])[C:2]([S:12][C:10](=[O:13])[CH3:11])([CH3:9])[CH3:8])[CH3:7]. The yield is 0.730. (2) The reactants are ClC1C(=O)C(C#N)=C(C#N)C(=O)C=1Cl.[CH2:15]([C:18]1[C:27]2[CH2:26][CH2:25][CH2:24][CH2:23][C:22]=2[C:21]([CH2:28][CH2:29][CH3:30])=[C:20]([C:31]([O:33][CH3:34])=[O:32])[C:19]=1[C:35]([O:37][CH3:38])=[O:36])[CH2:16][CH3:17]. The catalyst is C1C=CC=CC=1. The product is [CH2:15]([C:18]1[C:27]2[C:22](=[CH:23][CH:24]=[CH:25][CH:26]=2)[C:21]([CH2:28][CH2:29][CH3:30])=[C:20]([C:31]([O:33][CH3:34])=[O:32])[C:19]=1[C:35]([O:37][CH3:38])=[O:36])[CH2:16][CH3:17]. The yield is 0.870. (3) The reactants are [CH2:1]([O:8][CH2:9][CH:10]=[O:11])[C:2]1[CH:7]=[CH:6][CH:5]=[CH:4][CH:3]=1.[CH2:12](O)[CH2:13][CH2:14][OH:15].C(OCC)(OCC)OCC.O.C1(C)C=CC(S(O)(=O)=O)=CC=1.C(N(CC)CC)C. No catalyst specified. The product is [CH2:1]([O:8][CH2:9][CH:10]1[O:15][CH2:14][CH2:13][CH2:12][O:11]1)[C:2]1[CH:7]=[CH:6][CH:5]=[CH:4][CH:3]=1. The yield is 0.580. (4) The reactants are [F:1][C:2]1[CH:7]=[C:6]([C:8]([F:11])([F:10])[F:9])[CH:5]=[CH:4][C:3]=1[CH:12]1[CH2:17][C:16](=[O:18])[NH:15][C:14]([CH3:19])=[C:13]1[C:20](O)=[O:21].[NH2:23][C:24]1[CH:25]=[C:26]2[C:30](=[C:31]([CH3:33])[CH:32]=1)[NH:29][N:28]=[CH:27]2.C(Cl)CCl.CCN(CC)CC. The catalyst is CN(C=O)C.CCOC(C)=O.Cl. The product is [F:1][C:2]1[CH:7]=[C:6]([C:8]([F:9])([F:10])[F:11])[CH:5]=[CH:4][C:3]=1[CH:12]1[CH2:17][C:16](=[O:18])[NH:15][C:14]([CH3:19])=[C:13]1[C:20]([NH:23][C:24]1[CH:25]=[C:26]2[C:30](=[C:31]([CH3:33])[CH:32]=1)[NH:29][N:28]=[CH:27]2)=[O:21]. The yield is 0.330.